From a dataset of Full USPTO retrosynthesis dataset with 1.9M reactions from patents (1976-2016). Predict the reactants needed to synthesize the given product. (1) Given the product [CH:30]([S:40]([C:5]1[CH:10]=[CH:9][CH:8]=[CH:7][C:6]=1[C:11]1[N:12]=[C:13]([C:18]2[O:19][C:20]([C:23]3[CH:28]=[CH:27][CH:26]=[CH:25][CH:24]=3)=[N:21][N:22]=2)[C:14]([NH2:17])=[N:15][CH:16]=1)(=[O:44])=[O:42])([CH3:31])[CH3:35], predict the reactants needed to synthesize it. The reactants are: C(S[C:5]1[CH:10]=[CH:9][CH:8]=[CH:7][C:6]=1[C:11]1[N:12]=[C:13]([C:18]2[O:19][C:20]([C:23]3[CH:28]=[CH:27][CH:26]=[CH:25][CH:24]=3)=[N:21][N:22]=2)[C:14]([NH2:17])=[N:15][CH:16]=1)(C)C.Cl[C:30]1[CH:31]=C(C(OO)=O)C=C[CH:35]=1.[S:40]([O-:44])([O-])(=[O:42])=S.[Na+].[Na+].C(=O)(O)[O-].[Na+]. (2) Given the product [Cl:1][C:2]1[CH:7]=[C:6]([Cl:8])[CH:5]=[CH:4][C:3]=1[C:9]1[CH:10]=[C:11]([NH:17][CH2:18][CH2:19][NH:20][C:21]([O:23][C:24]([CH3:27])([CH3:26])[CH3:25])=[O:22])[CH:12]=[CH:13][C:14]=1[CH2:15][N:28]1[CH2:33][CH2:32][O:31][CH2:30][CH2:29]1, predict the reactants needed to synthesize it. The reactants are: [Cl:1][C:2]1[CH:7]=[C:6]([Cl:8])[CH:5]=[CH:4][C:3]=1[CH:9]1[C:14](=[C:15]=O)[CH:13]=[CH:12][C:11]([NH:17][CH2:18][CH2:19][NH:20][C:21]([O:23][C:24]([CH3:27])([CH3:26])[CH3:25])=[O:22])=[CH:10]1.[NH:28]1[CH2:33][CH2:32][O:31][CH2:30][CH2:29]1.C(O)(=O)C.O.